This data is from Reaction yield outcomes from USPTO patents with 853,638 reactions. The task is: Predict the reaction yield, written as a fraction of the theoretical maximum amount of product (1.0 means a 100% yield; for example, 0.34 means a 34% yield). (1) The reactants are Br[C:2]1[S:15][C:5]2[C:6]3[CH:14]=[N:13][CH:12]=[CH:11][C:7]=3[O:8][CH2:9][CH2:10][C:4]=2[CH:3]=1.[Cl:16][C:17]1[CH:22]=[CH:21][CH:20]=[CH:19][C:18]=1[C:23]#[CH:24].[Cl-].C(N(CC)CC)C. The catalyst is C(#N)C.[Cu]I.O. The product is [Cl:16][C:17]1[CH:22]=[CH:21][CH:20]=[CH:19][C:18]=1[C:23]#[C:24][C:2]1[S:15][C:5]2[C:6]3[CH:14]=[N:13][CH:12]=[CH:11][C:7]=3[O:8][CH2:9][CH2:10][C:4]=2[CH:3]=1. The yield is 0.810. (2) The reactants are Cl[C:2]1[N:7]=[CH:6][N:5]=[C:4]([O:8][C:9]2[CH:14]=[CH:13][C:12]([NH:15][C:16]([NH:18][C:19]3[CH:24]=[CH:23][CH:22]=[CH:21][CH:20]=3)=[O:17])=[CH:11][CH:10]=2)[CH:3]=1.[F:25][C:26]1[CH:27]=[C:28]([CH:30]=[CH:31][CH:32]=1)[NH2:29].O. The catalyst is CN1CCCC1=O.C(OCC)(=O)C.CCCCCC. The product is [F:25][C:26]1[CH:27]=[C:28]([NH:29][C:2]2[N:7]=[CH:6][N:5]=[C:4]([O:8][C:9]3[CH:14]=[CH:13][C:12]([NH:15][C:16]([NH:18][C:19]4[CH:24]=[CH:23][CH:22]=[CH:21][CH:20]=4)=[O:17])=[CH:11][CH:10]=3)[CH:3]=2)[CH:30]=[CH:31][CH:32]=1. The yield is 0.520.